From a dataset of Reaction yield outcomes from USPTO patents with 853,638 reactions. Predict the reaction yield, written as a fraction of the theoretical maximum amount of product (1.0 means a 100% yield; for example, 0.34 means a 34% yield). (1) The reactants are [CH3:1][O:2][C:3]1[CH:4]=[C:5]2[C:10](=[CH:11][C:12]=1[O:13][CH3:14])[N:9]=[CH:8][CH:7]=[C:6]2[O:15][C:16]1[C:22]([CH3:23])=[CH:21][C:19]([NH2:20])=[C:18]([CH3:24])[CH:17]=1.Cl[C:26](Cl)([O:28]C(=O)OC(Cl)(Cl)Cl)Cl.[CH2:37]([N:39]([CH2:47][CH3:48])[CH2:40][CH2:41][CH:42]([OH:46])[CH2:43][CH2:44][CH3:45])[CH3:38].C(=O)(O)[O-].[Na+]. The catalyst is C(Cl)Cl.C(N(CC)CC)C.C1(C)C=CC=CC=1. The product is [CH3:1][O:2][C:3]1[CH:4]=[C:5]2[C:10](=[CH:11][C:12]=1[O:13][CH3:14])[N:9]=[CH:8][CH:7]=[C:6]2[O:15][C:16]1[C:22]([CH3:23])=[CH:21][C:19]([NH:20][C:26](=[O:28])[O:46][CH:42]([CH2:41][CH2:40][N:39]([CH2:37][CH3:38])[CH2:47][CH3:48])[CH2:43][CH2:44][CH3:45])=[C:18]([CH3:24])[CH:17]=1. The yield is 0.320. (2) The reactants are [F:1][C:2]1[CH:7]=[CH:6][C:5]([CH2:8][C:9]2[CH:18]=[C:17]3[C:12]([C:13]([OH:26])=[C:14]([C:21](OCC)=[O:22])[C:15](=[O:20])[N:16]3[CH3:19])=[N:11][CH:10]=2)=[CH:4][CH:3]=1.[NH2:27][CH2:28][CH2:29][NH:30][C:31](=[O:33])[CH3:32]. No catalyst specified. The product is [C:31]([NH:30][CH2:29][CH2:28][NH:27][C:21]([C:14]1[C:15](=[O:20])[N:16]([CH3:19])[C:17]2[C:12]([C:13]=1[OH:26])=[N:11][CH:10]=[C:9]([CH2:8][C:5]1[CH:4]=[CH:3][C:2]([F:1])=[CH:7][CH:6]=1)[CH:18]=2)=[O:22])(=[O:33])[CH3:32]. The yield is 0.390. (3) The reactants are [Br:1][C:2]1[CH:10]=[C:9]2[C:5]([C:6]([C:11]([OH:13])=[O:12])=[CH:7][NH:8]2)=[CH:4][CH:3]=1.[CH3:14][Si](C=[N+]=[N-])(C)C. The catalyst is CO. The product is [CH3:14][O:12][C:11]([C:6]1[C:5]2[C:9](=[CH:10][C:2]([Br:1])=[CH:3][CH:4]=2)[NH:8][CH:7]=1)=[O:13]. The yield is 1.00.